This data is from Forward reaction prediction with 1.9M reactions from USPTO patents (1976-2016). The task is: Predict the product of the given reaction. (1) Given the reactants [CH3:1][O:2][C:3](=[O:21])[CH2:4][CH:5]1[CH2:10][CH2:9][N:8]([C:11]([O:13][CH2:14][C:15]2[CH:20]=[CH:19][CH:18]=[CH:17][CH:16]=2)=[O:12])[CH2:7][CH2:6]1.Br[CH2:23][C:24]([C:26]1[CH:31]=[CH:30][CH:29]=[CH:28][CH:27]=1)=[CH2:25], predict the reaction product. The product is: [CH3:1][O:2][C:3]([CH:4]([CH:5]1[CH2:6][CH2:7][N:8]([C:11]([O:13][CH2:14][C:15]2[CH:20]=[CH:19][CH:18]=[CH:17][CH:16]=2)=[O:12])[CH2:9][CH2:10]1)[CH2:25][C:24]([C:26]1[CH:31]=[CH:30][CH:29]=[CH:28][CH:27]=1)=[CH2:23])=[O:21]. (2) Given the reactants [F:1][C:2]([F:27])([F:26])[C:3]1[CH:4]=[CH:5][CH:6]=[C:7]2[C:12]=1[N:11]=[CH:10][C:9]([C:13]([O:15][CH2:16][CH3:17])=[O:14])=[C:8]2OS(C(F)(F)F)(=O)=O.[C:28]1(B(O)O)[CH:33]=[CH:32][CH:31]=[CH:30][CH:29]=1.[O-]P([O-])([O-])=O.[K+].[K+].[K+], predict the reaction product. The product is: [C:28]1([C:8]2[C:7]3[C:12](=[C:3]([C:2]([F:27])([F:26])[F:1])[CH:4]=[CH:5][CH:6]=3)[N:11]=[CH:10][C:9]=2[C:13]([O:15][CH2:16][CH3:17])=[O:14])[CH:33]=[CH:32][CH:31]=[CH:30][CH:29]=1. (3) The product is: [CH3:1][C:2]1[C:11]([N+:18]([O-:20])=[O:19])=[CH:10][C:9]2[NH:8][C:7](=[O:12])[C:6](=[O:13])[NH:5][C:4]=2[C:3]=1[C:14]([O:16][CH3:17])=[O:15]. Given the reactants [CH3:1][C:2]1[CH:11]=[CH:10][C:9]2[NH:8][C:7](=[O:12])[C:6](=[O:13])[NH:5][C:4]=2[C:3]=1[C:14]([O:16][CH3:17])=[O:15].[N+:18]([O-])([O-:20])=[O:19].[K+], predict the reaction product. (4) Given the reactants Cl[CH2:2][C:3]1[CH:28]=[CH:27][C:6]([O:7][CH2:8][C:9]2[N:10]=[C:11]([C:15]3[CH:20]=[CH:19][C:18]([CH2:21][C:22]([O:24][CH2:25][CH3:26])=[O:23])=[CH:17][CH:16]=3)[O:12][C:13]=2[CH3:14])=[C:5]([O:29][CH3:30])[CH:4]=1.Cl.[C:32]([C:36]1[S:37][CH:38]=[C:39](/[CH:41]=[CH:42]/[C:43]2[C:44]([OH:54])=[N:45][N:46]([C:48]3[CH:53]=[CH:52][CH:51]=[CH:50][CH:49]=3)[CH:47]=2)[N:40]=1)([CH3:35])([CH3:34])[CH3:33].C(=O)([O-])[O-].[K+].[K+].CN(C)C=O, predict the reaction product. The product is: [C:32]([C:36]1[S:37][CH:38]=[C:39](/[CH:41]=[CH:42]/[C:43]2[C:44]([O:54][CH2:2][C:3]3[CH:28]=[CH:27][C:6]([O:7][CH2:8][C:9]4[N:10]=[C:11]([C:15]5[CH:20]=[CH:19][C:18]([CH2:21][C:22]([O:24][CH2:25][CH3:26])=[O:23])=[CH:17][CH:16]=5)[O:12][C:13]=4[CH3:14])=[C:5]([O:29][CH3:30])[CH:4]=3)=[N:45][N:46]([C:48]3[CH:53]=[CH:52][CH:51]=[CH:50][CH:49]=3)[CH:47]=2)[N:40]=1)([CH3:35])([CH3:33])[CH3:34]. (5) Given the reactants CCN(CC)CC.N1C=CC=CC=1.[CH2:14]([O:16][C:17]([C:19]1[NH:20][C:21]2[C:26]([C:27]=1[Cl:28])=[CH:25][C:24]([Br:29])=[CH:23][CH:22]=2)=[O:18])[CH3:15].[CH:30]1([O:35][C:36]2[CH:41]=[CH:40][C:39](B(O)O)=[CH:38][CH:37]=2)[CH2:34]CC[CH2:31]1, predict the reaction product. The product is: [CH2:14]([O:16][C:17]([C:19]1[N:20]([C:39]2[CH:40]=[CH:41][C:36]([O:35][CH:30]([CH3:34])[CH3:31])=[CH:37][CH:38]=2)[C:21]2[C:26]([C:27]=1[Cl:28])=[CH:25][C:24]([Br:29])=[CH:23][CH:22]=2)=[O:18])[CH3:15]. (6) Given the reactants C1(P(C2C=CC=CC=2)C2C=CC=CC=2)C=CC=CC=1.[C:20]([OH:23])(=[S:22])[CH3:21].[Cl:24][C:25]1[CH:30]=[C:29]([CH3:31])[C:28]([NH:32][C:33]([C:35]2[N:36]([C:44]3[C:49]([Cl:50])=[CH:48][CH:47]=[CH:46][N:45]=3)[N:37]=[C:38]([C:40]([F:43])([F:42])[F:41])[CH:39]=2)=[O:34])=[C:27]([C:51](=[O:57])[NH:52][CH2:53][CH:54](O)[CH3:55])[CH:26]=1, predict the reaction product. The product is: [Cl:24][C:25]1[CH:30]=[C:29]([CH3:31])[C:28]([NH:32][C:33]([C:35]2[N:36]([C:44]3[C:49]([Cl:50])=[CH:48][CH:47]=[CH:46][N:45]=3)[N:37]=[C:38]([C:40]([F:41])([F:43])[F:42])[CH:39]=2)=[O:34])=[C:27]([CH:26]=1)[C:51]([NH:52][CH2:53][CH:54]([S:22][C:20](=[O:23])[CH3:21])[CH3:55])=[O:57]. (7) Given the reactants [NH2:1][C@@H:2]([CH2:5][N:6]([CH2:17][CH3:18])[C:7]1[CH:12]=[CH:11][N:10]=[C:9]([C:13]([F:16])([F:15])[F:14])[N:8]=1)[CH2:3][OH:4].C([O-])([O-])=O.[K+].[K+].[N:25]#[C:26]Br.CO, predict the reaction product. The product is: [NH2:25][C:26]1[O:4][CH2:3][C@H:2]([CH2:5][N:6]([CH2:17][CH3:18])[C:7]2[CH:12]=[CH:11][N:10]=[C:9]([C:13]([F:16])([F:15])[F:14])[N:8]=2)[N:1]=1.